Dataset: Catalyst prediction with 721,799 reactions and 888 catalyst types from USPTO. Task: Predict which catalyst facilitates the given reaction. (1) Reactant: [F:1][C:2]([F:21])([F:20])[C:3]1[N:4]=[C:5]([NH:8][C:9]2[CH:14]=[CH:13][C:12]([C@@H:15]([CH3:19])[C:16](O)=[O:17])=[CH:11][CH:10]=2)[S:6][CH:7]=1.[NH3:22]. Product: [F:1][C:2]([F:21])([F:20])[C:3]1[N:4]=[C:5]([NH:8][C:9]2[CH:14]=[CH:13][C:12]([C@@H:15]([CH3:19])[C:16]([NH2:22])=[O:17])=[CH:11][CH:10]=2)[S:6][CH:7]=1. The catalyst class is: 2. (2) Reactant: [NH2:1][C:2]1[C:3]([Cl:9])=[N:4][CH:5]=[N:6][C:7]=1Cl.[Cl:10][C:11]1[CH:17]=[CH:16][CH:15]=[CH:14][C:12]=1[NH2:13]. Product: [Cl:9][C:3]1[N:4]=[CH:5][N:6]=[C:7]([NH:13][C:12]2[CH:14]=[CH:15][CH:16]=[CH:17][C:11]=2[Cl:10])[C:2]=1[NH2:1]. The catalyst class is: 51. (3) Reactant: [CH3:1][C:2]1[CH:3]=[C:4]([CH:7]=[CH:8][C:9]=1[O:10][C:11]1[CH:16]=[CH:15][C:14]([N+:17]([O-:19])=[O:18])=[CH:13][N:12]=1)[CH:5]=O.[S:20]1[CH2:24][C:23](=[O:25])[NH:22][C:21]1=[O:26].C(O)(=O)C.N1CCCCC1. Product: [CH3:1][C:2]1[CH:3]=[C:4]([CH:7]=[CH:8][C:9]=1[O:10][C:11]1[CH:16]=[CH:15][C:14]([N+:17]([O-:19])=[O:18])=[CH:13][N:12]=1)[CH:5]=[C:24]1[S:20][C:21](=[O:26])[NH:22][C:23]1=[O:25]. The catalyst class is: 11. (4) Reactant: [CH2:1]([O:3][C:4]([C:6]1[CH:7]([NH2:31])[C:8]2[C:13]([C:14]=1[C:15]1[CH:20]=[CH:19][CH:18]=[CH:17][CH:16]=1)=[CH:12][CH:11]=[C:10]([O:21][CH2:22][CH2:23][CH2:24][C:25]1[CH:30]=[CH:29][CH:28]=[CH:27][CH:26]=1)[CH:9]=2)=[O:5])[CH3:2].[C:32](Cl)(=[O:34])[CH3:33].C(N(CC)CC)C. Product: [CH2:1]([O:3][C:4]([C:6]1[CH:7]([NH:31][C:32](=[O:34])[CH3:33])[C:8]2[C:13]([C:14]=1[C:15]1[CH:20]=[CH:19][CH:18]=[CH:17][CH:16]=1)=[CH:12][CH:11]=[C:10]([O:21][CH2:22][CH2:23][CH2:24][C:25]1[CH:30]=[CH:29][CH:28]=[CH:27][CH:26]=1)[CH:9]=2)=[O:5])[CH3:2]. The catalyst class is: 4. (5) Reactant: [H-].[Al+3].[Li+].[H-].[H-].[H-].[F:7][C:8]1[CH:9]=[CH:10][C:11]([Se:17][Se:18][C:19]2[CH:27]=[CH:26][C:25]([F:28])=[CH:24][C:20]=2[C:21](O)=[O:22])=[C:12]([CH:16]=1)[C:13](O)=[O:14]. Product: [CH:26]1[C:25]([F:28])=[CH:24][C:20]([CH2:21][OH:22])=[C:19]([Se:18][Se:17][C:11]2[CH:10]=[CH:9][C:8]([F:7])=[CH:16][C:12]=2[CH2:13][OH:14])[CH:27]=1. The catalyst class is: 7. (6) Reactant: Br.[S:2]1[CH:6]=[CH:5][C:4]2[C:7]([C:11]3[N:12]4[CH2:19][CH2:18][N:17]=[C:13]4[S:14][C:15]=3Br)=[CH:8][CH:9]=[CH:10][C:3]1=2.C([Mg]Cl)C.[CH3:24][S:25]SC. Product: [S:2]1[CH:6]=[CH:5][C:4]2[C:7]([C:11]3[N:12]4[CH2:19][CH2:18][N:17]=[C:13]4[S:14][C:15]=3[S:25][CH3:24])=[CH:8][CH:9]=[CH:10][C:3]1=2. The catalyst class is: 7. (7) Reactant: [S:1]1(=[O:12])[C:7]2[CH:8]=[CH:9][CH:10]=[CH:11][C:6]=2[CH2:5][CH2:4][CH2:3][CH2:2]1.ClC1C=C(C=CC=1)C(OO)=[O:18].[O-]S([O-])=O.[Na+].[Na+].C([O-])(O)=O.[Na+]. Product: [S:1]1(=[O:18])(=[O:12])[C:7]2[CH:8]=[CH:9][CH:10]=[CH:11][C:6]=2[CH2:5][CH2:4][CH2:3][CH2:2]1. The catalyst class is: 2. (8) Reactant: [CH2:1]([NH2:5])[CH:2]([CH3:4])[CH3:3].N1C=CC=CC=1.[Br:12][CH2:13][C:14]1[CH:19]=[CH:18][C:17]([S:20](Cl)(=[O:22])=[O:21])=[CH:16][CH:15]=1. Product: [Br:12][CH2:13][C:14]1[CH:15]=[CH:16][C:17]([S:20]([NH:5][CH2:1][CH:2]([CH3:4])[CH3:3])(=[O:22])=[O:21])=[CH:18][CH:19]=1. The catalyst class is: 2. (9) Reactant: Cl.Cl.[CH3:3][N:4]([CH3:12])[C:5]1[CH:10]=[CH:9][CH:8]=[C:7]([NH2:11])[CH:6]=1.C(N(CC)CC)C.Cl[C:21](Cl)([O:23]C(=O)OC(Cl)(Cl)Cl)Cl. Product: [CH3:3][N:4]([CH3:12])[C:5]1[CH:6]=[C:7]([N:11]=[C:21]=[O:23])[CH:8]=[CH:9][CH:10]=1. The catalyst class is: 4.